Dataset: Full USPTO retrosynthesis dataset with 1.9M reactions from patents (1976-2016). Task: Predict the reactants needed to synthesize the given product. (1) Given the product [C:3]([OH:5])(=[O:4])[CH2:2][C:2]([CH2:2][C:3]([OH:5])=[O:4])([C:3]([OH:5])=[O:4])[OH:1], predict the reactants needed to synthesize it. The reactants are: [OH2:1].[CH3:2][C:3]([OH:5])=[O:4]. (2) Given the product [CH3:16][O:17][C:18]1[CH:25]=[CH:24][C:21]([CH2:22][NH:23][C:11]([C:10]2[C:5]([NH:4][CH:1]([CH3:3])[CH3:2])=[N:6][C:7]([S:14][CH3:15])=[N:8][CH:9]=2)=[O:12])=[CH:20][CH:19]=1, predict the reactants needed to synthesize it. The reactants are: [CH:1]([NH:4][C:5]1[C:10]([C:11](Cl)=[O:12])=[CH:9][N:8]=[C:7]([S:14][CH3:15])[N:6]=1)([CH3:3])[CH3:2].[CH3:16][O:17][C:18]1[CH:25]=[CH:24][C:21]([CH2:22][NH2:23])=[CH:20][CH:19]=1. (3) Given the product [Br:20][C:3]1[C:2]([NH2:1])=[N:7][CH:6]=[C:5]([CH:8]2[CH2:12][CH2:11][NH:10][CH2:9]2)[CH:4]=1, predict the reactants needed to synthesize it. The reactants are: [NH2:1][C:2]1[N:7]=[CH:6][C:5]([CH:8]2[CH2:12][CH2:11][N:10](C(OC(C)(C)C)=O)[CH2:9]2)=[CH:4][C:3]=1[Br:20].C(O)(C(F)(F)F)=O.